This data is from Catalyst prediction with 721,799 reactions and 888 catalyst types from USPTO. The task is: Predict which catalyst facilitates the given reaction. (1) Reactant: [Cl:1][C:2]1[CH:7]=[C:6]([CH3:8])[CH:5]=[CH:4][C:3]=1[CH2:9]Cl.[OH-:11].[K+]. Product: [Cl:1][C:2]1[CH:7]=[C:6]([CH3:8])[CH:5]=[CH:4][C:3]=1[CH2:9][CH:3]([CH3:4])[C:2]([Cl:1])=[O:11]. The catalyst class is: 6. (2) Reactant: [F:1][C:2]([F:16])([F:15])[C:3]1[CH:14]=[CH:13][C:6]([CH2:7][CH:8]([C:11]#[N:12])[C:9]#[N:10])=[CH:5][CH:4]=1.[H-].[Na+].Br[CH2:20][CH2:21][CH2:22][Cl:23]. Product: [Cl:23][CH2:22][CH2:21][CH2:20][C:8]([CH2:7][C:6]1[CH:5]=[CH:4][C:3]([C:2]([F:15])([F:16])[F:1])=[CH:14][CH:13]=1)([C:11]#[N:12])[C:9]#[N:10]. The catalyst class is: 9. (3) Reactant: [Cr](Cl)([O-])(=O)=O.[NH+]1C=CC=CC=1.[Br:12][C:13]1[CH:14]=[C:15]2[C:20](=[CH:21][CH:22]=1)[CH:19]=[C:18]([CH2:23][OH:24])[CH:17]=[CH:16]2. Product: [Br:12][C:13]1[CH:14]=[C:15]2[C:20](=[CH:21][CH:22]=1)[CH:19]=[C:18]([CH:23]=[O:24])[CH:17]=[CH:16]2. The catalyst class is: 4. (4) Reactant: [CH2:1]1[C:10]2[C:5](=[CH:6][CH:7]=[CH:8][CH:9]=2)[CH2:4][CH2:3][NH:2]1.[N:11]1([C:17]2[N:18]=[C:19]([CH2:24][C:25](OCC)=[O:26])[NH:20][C:21](=[O:23])[CH:22]=2)[CH2:16][CH2:15][O:14][CH2:13][CH2:12]1.C[Al](C)C. Product: [CH2:1]1[C:10]2[C:5](=[CH:6][CH:7]=[CH:8][CH:9]=2)[CH2:4][CH2:3][N:2]1[C:25](=[O:26])[CH2:24][C:19]1[NH:20][C:21](=[O:23])[CH:22]=[C:17]([N:11]2[CH2:12][CH2:13][O:14][CH2:15][CH2:16]2)[N:18]=1. The catalyst class is: 7. (5) Reactant: [Cl:1][C:2]1[N:3]=[C:4](Cl)[C:5]2[C:10]([C:11]3[CH:20]=[CH:19][C:14]4[N:15]=[C:16]([CH3:18])[O:17][C:13]=4[CH:12]=3)=[CH:9][N:8]([CH2:21][O:22][CH2:23][CH2:24][Si:25]([CH3:28])([CH3:27])[CH3:26])[C:6]=2[N:7]=1.[O:30]1[CH2:34][CH2:33][C@H:32]([OH:35])[CH2:31]1.CC(C)([O-])C.[Na+]. Product: [Cl:1][C:2]1[N:3]=[C:4]([O:35][C@H:32]2[CH2:33][CH2:34][O:30][CH2:31]2)[C:5]2[C:10]([C:11]3[CH:20]=[CH:19][C:14]4[N:15]=[C:16]([CH3:18])[O:17][C:13]=4[CH:12]=3)=[CH:9][N:8]([CH2:21][O:22][CH2:23][CH2:24][Si:25]([CH3:28])([CH3:26])[CH3:27])[C:6]=2[N:7]=1. The catalyst class is: 12. (6) Reactant: [NH2:1][C:2]1[O:6][CH:5]([C:7]2[CH:12]=[C:11]([F:13])[CH:10]=[C:9]([F:14])[CH:8]=2)[C:4](=[O:15])[C:3]=1[OH:16].C(N(CC)CC)C.[C:24]1([CH2:30][S:31](Cl)(=[O:33])=[O:32])[CH:29]=[CH:28][CH:27]=[CH:26][CH:25]=1.[Cl-].[NH4+]. Product: [F:13][C:11]1[CH:12]=[C:7]([CH:5]2[C:4](=[O:15])[C:3]([O:16][S:31]([CH2:30][C:24]3[CH:29]=[CH:28][CH:27]=[CH:26][CH:25]=3)(=[O:33])=[O:32])=[C:2]([NH2:1])[O:6]2)[CH:8]=[C:9]([F:14])[CH:10]=1. The catalyst class is: 1. (7) Reactant: Br[C:2]1[CH:25]=[CH:24][C:5]([O:6][C:7]2[CH:12]=[CH:11][C:10]([NH:13][C:14](=[O:23])[C:15]3[CH:20]=[CH:19][C:18]([Cl:21])=[C:17]([Cl:22])[CH:16]=3)=[CH:9][CH:8]=2)=[CH:4][CH:3]=1.CCCCCC.C([Li])CCC.[C:37]([O:41][C:42]([N:44]1[CH2:49][CH2:48][C:47](=[O:50])[CH2:46][CH2:45]1)=[O:43])([CH3:40])([CH3:39])[CH3:38].[Cl-].[NH4+]. Product: [C:37]([O:41][C:42]([N:44]1[CH2:49][CH2:48][C:47]([C:2]2[CH:25]=[CH:24][C:5]([O:6][C:7]3[CH:12]=[CH:11][C:10]([NH:13][C:14](=[O:23])[C:15]4[CH:20]=[CH:19][C:18]([Cl:21])=[C:17]([Cl:22])[CH:16]=4)=[CH:9][CH:8]=3)=[CH:4][CH:3]=2)([OH:50])[CH2:46][CH2:45]1)=[O:43])([CH3:40])([CH3:38])[CH3:39]. The catalyst class is: 1. (8) Reactant: CON(C)[C:4]([CH:6]1[CH:10]([C:11]2[CH:16]=[CH:15][C:14]([Cl:17])=[C:13]([Cl:18])[CH:12]=2)[CH2:9][N:8]([CH2:19][C:20]2[CH:25]=[CH:24][CH:23]=[CH:22][CH:21]=2)[CH2:7]1)=[O:5].[CH2:27]([Li])[CH3:28]. Product: [CH2:19]([N:8]1[CH2:9][CH:10]([C:11]2[CH:16]=[CH:15][C:14]([Cl:17])=[C:13]([Cl:18])[CH:12]=2)[CH:6]([C:4](=[O:5])[CH2:27][CH3:28])[CH2:7]1)[C:20]1[CH:25]=[CH:24][CH:23]=[CH:22][CH:21]=1. The catalyst class is: 1.